This data is from Full USPTO retrosynthesis dataset with 1.9M reactions from patents (1976-2016). The task is: Predict the reactants needed to synthesize the given product. (1) Given the product [Cl:14][C:15]1[N:16]=[CH:17][N:18]=[C:19]([NH:12][CH2:11][CH:10]([C:8]2[CH:7]=[CH:6][N:5]=[C:4]3[CH2:3][CH2:2][O:1][C:9]=23)[CH3:13])[CH:20]=1, predict the reactants needed to synthesize it. The reactants are: [O:1]1[C:9]2[C:4](=[N:5][CH:6]=[CH:7][C:8]=2[CH:10]([CH3:13])[CH2:11][NH2:12])[CH2:3][CH2:2]1.[Cl:14][C:15]1[CH:20]=[C:19](Cl)[N:18]=[CH:17][N:16]=1.CCN(CC)CC.CCOC(C)=O. (2) Given the product [NH:49]1[C:50]2[C:46](=[C:45]([C:2]3[C:3]([C:25]4[CH:26]=[CH:27][N:28]=[CH:29][CH:30]=4)=[N:4][N:5]4[C:10]([C:11]5[CH:12]=[N:13][C:14]([N:17]6[CH2:22][C@@H:21]7[CH2:23][C@H:18]6[CH2:19][N:20]7[CH3:24])=[CH:15][CH:16]=5)=[CH:9][CH:8]=[N:7][C:6]=34)[CH:53]=[CH:52][CH:51]=2)[CH:47]=[N:48]1, predict the reactants needed to synthesize it. The reactants are: I[C:2]1[C:3]([C:25]2[CH:30]=[CH:29][N:28]=[CH:27][CH:26]=2)=[N:4][N:5]2[C:10]([C:11]3[CH:12]=[N:13][C:14]([N:17]4[CH2:22][C@@H:21]5[CH2:23][C@H:18]4[CH2:19][N:20]5[CH3:24])=[CH:15][CH:16]=3)=[CH:9][CH:8]=[N:7][C:6]=12.C(=O)([O-])[O-].[Na+].[Na+].CC1(C)C(C)(C)OB([C:45]2[CH:53]=[CH:52][CH:51]=[C:50]3[C:46]=2[CH:47]=[N:48][NH:49]3)O1. (3) Given the product [CH:1]([C:3]1[C:12]([CH2:13][CH2:14][CH2:15][O:16][Si:17]([C:20]([CH3:23])([CH3:22])[CH3:21])([CH3:19])[CH3:18])=[CH:11][C:10]2[C:9]([CH3:25])([CH3:24])[CH2:8][CH2:7][C:6]([CH3:27])([CH3:26])[C:5]=2[CH:4]=1)=[O:40], predict the reactants needed to synthesize it. The reactants are: [C:1]([C:3]1[C:12]([CH2:13][CH2:14][CH2:15][O:16][Si:17]([C:20]([CH3:23])([CH3:22])[CH3:21])([CH3:19])[CH3:18])=[CH:11][C:10]2[C:9]([CH3:25])([CH3:24])[CH2:8][CH2:7][C:6]([CH3:27])([CH3:26])[C:5]=2[CH:4]=1)#N.[H-].C([Al+]CC(C)C)C(C)C.C(O)(=[O:40])C.O.